Dataset: Full USPTO retrosynthesis dataset with 1.9M reactions from patents (1976-2016). Task: Predict the reactants needed to synthesize the given product. (1) The reactants are: [NH2:1][C:2]1[N:11]=[C:10]([NH:12][C@H:13]2[CH2:18][CH2:17][CH2:16][CH2:15][C@H:14]2[NH2:19])[C:9]2[C:4](=[CH:5][CH:6]=[C:7]([CH3:20])[CH:8]=2)[N:3]=1.[C:21]([O:25][C:26]([NH:28][C:29](N1C=CC=N1)=[N:30][C:31]([O:33][C:34]([CH3:37])([CH3:36])[CH3:35])=[O:32])=[O:27])([CH3:24])([CH3:23])[CH3:22].O. Given the product [C:34]([O:33][C:31]([NH:30][C:29]([NH:19][C@@H:14]1[CH2:15][CH2:16][CH2:17][CH2:18][C@@H:13]1[NH:12][C:10]1[C:9]2[C:4](=[CH:5][CH:6]=[C:7]([CH3:20])[CH:8]=2)[N:3]=[C:2]([NH2:1])[N:11]=1)=[N:28][C:26]([O:25][C:21]([CH3:24])([CH3:23])[CH3:22])=[O:27])=[O:32])([CH3:37])([CH3:36])[CH3:35], predict the reactants needed to synthesize it. (2) Given the product [Br:1][C:2]1[CH:7]=[CH:6][C:5]([S:8]([CH2:11][C:17]([O:16][C:12]([CH3:15])([CH3:14])[CH3:13])=[O:18])(=[O:10])=[O:9])=[CH:4][CH:3]=1, predict the reactants needed to synthesize it. The reactants are: [Br:1][C:2]1[CH:7]=[CH:6][C:5]([S:8]([CH3:11])(=[O:10])=[O:9])=[CH:4][CH:3]=1.[C:12]([O:16][C:17](O[C:17]([O:16][C:12]([CH3:15])([CH3:14])[CH3:13])=[O:18])=[O:18])([CH3:15])([CH3:14])[CH3:13].C[Si](C)(C)[N-][Si](C)(C)C.[Li+]. (3) Given the product [NH2:1][C:2]1[C:3]2[N:4]([C:9]([C@@H:31]3[CH2:36][CH2:35][CH2:34][N:33]([C:37]([C:39]4([CH3:43])[CH2:42][O:41][CH2:40]4)=[O:38])[CH2:32]3)=[N:10][C:11]=2[C:12]2[CH:30]=[CH:29][C:15]([C:16]([NH:18][C:19]3[CH:24]=[C:23]([C:25]([F:28])([F:27])[F:26])[CH:22]=[CH:21][N:20]=3)=[O:17])=[CH:14][CH:13]=2)[C:5]([CH:44]=[CH2:45])=[CH:6][N:7]=1, predict the reactants needed to synthesize it. The reactants are: [NH2:1][C:2]1[C:3]2[N:4]([C:9]([C@@H:31]3[CH2:36][CH2:35][CH2:34][N:33]([C:37]([C:39]4([CH3:43])[CH2:42][O:41][CH2:40]4)=[O:38])[CH2:32]3)=[N:10][C:11]=2[C:12]2[CH:30]=[CH:29][C:15]([C:16]([NH:18][C:19]3[CH:24]=[C:23]([C:25]([F:28])([F:27])[F:26])[CH:22]=[CH:21][N:20]=3)=[O:17])=[CH:14][CH:13]=2)[C:5](Cl)=[CH:6][N:7]=1.[CH:44](B1OC(C)(C)C(C)(C)O1)=[CH2:45].C([O-])([O-])=O.[K+].[K+]. (4) Given the product [Cl:1][C:2]1[C:7]([Cl:8])=[CH:6][CH:5]=[CH:4][C:3]=1[NH:9][C:10](=[O:32])[NH:11][C:12]1[N:16]([C:17]2[CH:18]=[CH:19][C:20]([CH2:23][C:24]([O:26][CH3:33])=[O:25])=[CH:21][CH:22]=2)[N:15]=[C:14]([C:27]2[CH:31]=[CH:30][S:29][CH:28]=2)[CH:13]=1, predict the reactants needed to synthesize it. The reactants are: [Cl:1][C:2]1[C:7]([Cl:8])=[CH:6][CH:5]=[CH:4][C:3]=1[NH:9][C:10](=[O:32])[NH:11][C:12]1[N:16]([C:17]2[CH:22]=[CH:21][C:20]([CH2:23][C:24]([OH:26])=[O:25])=[CH:19][CH:18]=2)[N:15]=[C:14]([C:27]2[CH:31]=[CH:30][S:29][CH:28]=2)[CH:13]=1.[CH2:33]1CN([P+](ON2N=NC3C=CC=CC2=3)(N2CCCC2)N2CCCC2)CC1.F[P-](F)(F)(F)(F)F.CO.O. (5) Given the product [CH2:29]([O:36][C:37]([N:39]1[CH2:44][CH2:43][CH2:42][CH2:41][C@H:40]1[C:45]1[O:46][C:49]([CH2:50][C:51]2[CH:52]=[CH:53][CH:54]=[CH:55][CH:56]=2)=[N:48][N:47]=1)=[O:38])[C:30]1[CH:35]=[CH:34][CH:33]=[CH:32][CH:31]=1, predict the reactants needed to synthesize it. The reactants are: II.C1C=CC(P(C2C=CC=CC=2)C2C=CC=CC=2)=CC=1.C(N(CC)CC)C.[CH2:29]([O:36][C:37]([N:39]1[CH2:44][CH2:43][CH2:42][CH2:41][C@H:40]1[C:45]([NH:47][NH:48][C:49](=O)[CH2:50][C:51]1[CH:56]=[CH:55][CH:54]=[CH:53][CH:52]=1)=[O:46])=[O:38])[C:30]1[CH:35]=[CH:34][CH:33]=[CH:32][CH:31]=1. (6) Given the product [CH2:7]([NH:10][C@H:11]([C:15]1[CH:20]=[CH:19][CH:18]=[CH:17][CH:16]=1)[C@@H:12]([OH:14])[CH3:13])[C:4]1[CH:5]=[CH:6][CH:1]=[CH:2][CH:3]=1, predict the reactants needed to synthesize it. The reactants are: [CH:1]1[CH:6]=[CH:5][C:4]([CH:7]=O)=[CH:3][CH:2]=1.Cl.[NH2:10][C@H:11]([C:15]1[CH:20]=[CH:19][CH:18]=[CH:17][CH:16]=1)[C@@H:12]([OH:14])[CH3:13].C([BH3-])#N.[Na+].C(O)(=O)C. (7) Given the product [C:1]([O:5][C:6]([N:8]1[CH2:13][CH2:12][CH:11]([N:14]2[C:18]([C:19]3[CH:24]=[CH:23][N:22]=[C:21]([NH:38][C@@H:39]([CH3:40])[CH2:41][O:42][CH3:43])[N:20]=3)=[C:17]([C:29]3[CH:34]=[CH:33][C:32]([F:35])=[CH:31][CH:30]=3)[C:16](=[O:36])[N:15]2[CH3:37])[CH2:10][CH2:9]1)=[O:7])([CH3:4])([CH3:3])[CH3:2], predict the reactants needed to synthesize it. The reactants are: [C:1]([O:5][C:6]([N:8]1[CH2:13][CH2:12][CH:11]([N:14]2[C:18]([C:19]3[CH:24]=[CH:23][N:22]=[C:21](S(C)(=O)=O)[N:20]=3)=[C:17]([C:29]3[CH:34]=[CH:33][C:32]([F:35])=[CH:31][CH:30]=3)[C:16](=[O:36])[N:15]2[CH3:37])[CH2:10][CH2:9]1)=[O:7])([CH3:4])([CH3:3])[CH3:2].[NH2:38][C@H:39]([CH2:41][O:42][CH3:43])[CH3:40].